Dataset: Full USPTO retrosynthesis dataset with 1.9M reactions from patents (1976-2016). Task: Predict the reactants needed to synthesize the given product. (1) Given the product [NH2:55][C@H:52]1[C@H:51]([F:56])[CH2:50][O:49][C@H:48]([C:47]2[N:46]([CH3:57])[N:45]=[CH:44][C:43]=2[NH:42][C:40]([C:28]2[N:29]=[C:30]([C:32]3[CH:37]=[CH:36][C:35]([CH3:2])=[CH:34][C:33]=3[F:39])[S:31][CH:27]=2)=[O:41])[CH2:54][CH2:53]1, predict the reactants needed to synthesize it. The reactants are: F[C@H:2]1[C@H](NC(=O)OC(C)(C)C)CC[C@@H](C2N(C)N=CC=2[N+]([O-])=O)OC1.N[C:27]1[S:31][C:30]([C:32]2[C:37](F)=[CH:36][CH:35]=[CH:34][C:33]=2[F:39])=[N:29][C:28]=1[C:40]([NH:42][C:43]1[CH:44]=[N:45][N:46]([CH3:57])[C:47]=1[CH:48]1[CH2:54][CH2:53][C@H:52]([NH2:55])[C@H:51]([F:56])[CH2:50][O:49]1)=[O:41]. (2) Given the product [CH:40]1([CH2:32][CH2:42][CH2:43][N:1]2[C:9]3[C:4](=[CH:5][CH:6]=[CH:7][CH:8]=3)[C:3]3([C:13]4=[CH:14][C:15]5[O:19][CH2:18][O:17][C:16]=5[CH:20]=[C:12]4[O:11][CH2:10]3)[C:2]2=[O:21])[CH2:39][CH2:35]1, predict the reactants needed to synthesize it. The reactants are: [NH:1]1[C:9]2[C:4](=[CH:5][CH:6]=[CH:7][CH:8]=2)[C:3]2([C:13]3=[CH:14][C:15]4[O:19][CH2:18][O:17][C:16]=4[CH:20]=[C:12]3[O:11][CH2:10]2)[C:2]1=[O:21].CC1(C)COC2=CC3OC[C:32]4([C:42]=3[CH:43]=C12)[C:40]1[C:35](=CC=C[CH:39]=1)NC4=O.BrCCCC1CC1.BrCC1OC(C(F)(F)F)=CC=1. (3) Given the product [CH3:1][O:2][C:3]1[C:8]2[N:9]=[C:10]([NH:12][C:20]([N:36]3[CH2:37][CH2:38][C:33]4([O:32][CH2:31][CH2:30][O:29]4)[CH2:34][CH2:35]3)=[O:21])[S:11][C:7]=2[C:6]([CH:13]2[CH2:18][CH2:17][O:16][CH2:15][CH2:14]2)=[CH:5][CH:4]=1, predict the reactants needed to synthesize it. The reactants are: [CH3:1][O:2][C:3]1[C:8]2[N:9]=[C:10]([NH2:12])[S:11][C:7]=2[C:6]([CH:13]2[CH2:18][CH2:17][O:16][CH2:15][CH2:14]2)=[CH:5][CH:4]=1.Cl[C:20](OC1C=CC=CC=1)=[O:21].[O:29]1[C:33]2([CH2:38][CH2:37][NH:36][CH2:35][CH2:34]2)[O:32][CH2:31][CH2:30]1.